This data is from Forward reaction prediction with 1.9M reactions from USPTO patents (1976-2016). The task is: Predict the product of the given reaction. (1) Given the reactants Br[C:2]1[N:3]=[CH:4][C:5]([NH2:8])=[N:6][CH:7]=1.[NH:9]1[CH2:13][CH2:12][CH2:11][C:10]1=[O:14].C(=O)([O-])[O-].[K+].[K+].[C@@H]1(N)CCCC[C@H]1N, predict the reaction product. The product is: [NH2:8][C:5]1[N:6]=[CH:7][C:2]([N:9]2[CH2:13][CH2:12][CH2:11][C:10]2=[O:14])=[N:3][CH:4]=1. (2) Given the reactants [CH3:1][C:2]1[N:7]([CH3:8])[N:6]([C:9]2[CH:14]=[CH:13][CH:12]=[CH:11][CH:10]=2)[C:4](=[O:5])[C:3]=1[OH:15].C(=O)([O-])[O-].[Cs+].[Cs+].Br[C:23]([F:30])([F:29])C(OCC)=O.[OH-].[Na+], predict the reaction product. The product is: [F:29][CH:23]([F:30])[O:15][C:3]1[C:4](=[O:5])[N:6]([C:9]2[CH:10]=[CH:11][CH:12]=[CH:13][CH:14]=2)[N:7]([CH3:8])[C:2]=1[CH3:1]. (3) Given the reactants C(O[C:4]([C:6]1([NH:10][C:11]([C:13]2[C:14]3[CH2:15][C@@H:16]4[CH2:29][C@@H:17]4[C:18]=3[N:19]([C:21]3[CH:26]=[CH:25][C:24]([F:27])=[CH:23][C:22]=3[F:28])[N:20]=2)=[O:12])[CH2:9][CH2:8][CH2:7]1)=[O:5])C.[NH3:30], predict the reaction product. The product is: [C:4]([C:6]1([NH:10][C:11]([CH:13]2[NH:20][N:19]([C:21]3[CH:26]=[CH:25][C:24]([F:27])=[CH:23][C:22]=3[F:28])[C:18]3[C@H:17]4[CH2:29][C@H:16]4[CH2:15][C:14]2=3)=[O:12])[CH2:7][CH2:8][CH2:9]1)(=[O:5])[NH2:30]. (4) Given the reactants [C:1]1([CH2:9][OH:10])[CH:6]=[CH:5][CH:4]=[C:3]([CH2:7][OH:8])[CH:2]=1.C(N(CC)CC)C.[C:18]([Si:22]([CH3:25])([CH3:24])Cl)([CH3:21])([CH3:20])[CH3:19].N, predict the reaction product. The product is: [Si:22]([O:8][CH2:7][C:3]1[CH:2]=[C:1]([CH2:9][OH:10])[CH:6]=[CH:5][CH:4]=1)([C:18]([CH3:21])([CH3:20])[CH3:19])([CH3:25])[CH3:24]. (5) Given the reactants C[O:2][C:3]([C:5]1[O:6][C:7]([CH2:10][C:11]([O:13]C)=[O:12])=[CH:8][CH:9]=1)=[O:4].[OH-].[Na+], predict the reaction product. The product is: [C:11]([CH2:10][C:7]1[O:6][C:5]([C:3]([OH:4])=[O:2])=[CH:9][CH:8]=1)([OH:13])=[O:12]. (6) Given the reactants [CH3:1][C:2]1[CH:7]=[C:6]([O:8][CH3:9])[C:5](I)=[CH:4][C:3]=1[C:11]1[C:20]2[C:15](=[CH:16][CH:17]=[CH:18][C:19]=2[C:21]2[CH:26]=[C:25](I)[C:24]([O:28][CH3:29])=[CH:23][C:22]=2[CH3:30])[CH:14]=[CH:13][CH:12]=1.[C:31]1(B(O)O)[CH:36]=[CH:35][CH:34]=[CH:33][CH:32]=1.[O-]P([O-])([O-])=O.[K+].[K+].[K+], predict the reaction product. The product is: [CH3:29][O:28][C:24]1[C:25]([C:31]2[CH:36]=[CH:35][CH:34]=[CH:33][CH:32]=2)=[CH:26][C:21]([C:19]2[C:20]3[C:15](=[CH:14][CH:13]=[CH:12][C:11]=3[C:3]3[CH:4]=[C:5]([C:2]4[CH:7]=[CH:6][CH:5]=[CH:4][CH:3]=4)[C:6]([O:8][CH3:9])=[CH:7][C:2]=3[CH3:1])[CH:16]=[CH:17][CH:18]=2)=[C:22]([CH3:30])[CH:23]=1.